Task: Predict which catalyst facilitates the given reaction.. Dataset: Catalyst prediction with 721,799 reactions and 888 catalyst types from USPTO Reactant: O[CH2:2][N:3]1[CH:7]=[CH:6][C:5]([C:8]#[N:9])=[CH:4]1.S(Cl)([Cl:12])=O. Product: [Cl:12][CH2:2][N:3]1[CH:7]=[CH:6][C:5]([C:8]#[N:9])=[CH:4]1. The catalyst class is: 22.